Dataset: Forward reaction prediction with 1.9M reactions from USPTO patents (1976-2016). Task: Predict the product of the given reaction. (1) The product is: [CH3:49][O:50][C:51](=[O:59])[C:52]1[CH:57]=[CH:56][C:55]([NH:58][C:8](=[O:9])[CH:7]([C:11]2[CH:16]=[CH:15][C:14]([F:17])=[C:13]([C:18]([F:19])([F:20])[F:21])[CH:12]=2)[CH2:6][CH:1]2[CH2:2][CH2:3][CH2:4][CH2:5]2)=[N:54][CH:53]=1. Given the reactants [CH:1]1([CH2:6][CH:7]([C:11]2[CH:16]=[CH:15][C:14]([F:17])=[C:13]([C:18]([F:21])([F:20])[F:19])[CH:12]=2)[C:8](O)=[O:9])[CH2:5][CH2:4][CH2:3][CH2:2]1.F[P-](F)(F)(F)(F)F.N1(O[P+](N(C)C)(N(C)C)N(C)C)C2C=CC=CC=2N=N1.[CH3:49][O:50][C:51](=[O:59])[C:52]1[CH:57]=[CH:56][C:55]([NH2:58])=[N:54][CH:53]=1.C(N(CC)C(C)C)(C)C, predict the reaction product. (2) Given the reactants [Cl:1][C:2]1[CH:3]=[CH:4][C:5]2[N:11]([CH3:12])[C:10](=[O:13])[CH:9]([N:14]=[C:15]=[S:16])[N:8]=[C:7]([C:17]3[C:18]([O:25][CH3:26])=[N:19][C:20]([O:23][CH3:24])=[N:21][CH:22]=3)[C:6]=2[CH:27]=1.[CH2:28]([N:30]([CH2:39][CH3:40])[C:31]1[CH:36]=[CH:35][C:34]([NH2:37])=[C:33]([CH3:38])[CH:32]=1)[CH3:29], predict the reaction product. The product is: [Cl:1][C:2]1[CH:3]=[CH:4][C:5]2[N:11]([CH3:12])[C:10](=[O:13])[CH:9]([NH:14][C:15]([NH:37][C:34]3[CH:35]=[CH:36][C:31]([N:30]([CH2:39][CH3:40])[CH2:28][CH3:29])=[CH:32][C:33]=3[CH3:38])=[S:16])[N:8]=[C:7]([C:17]3[C:18]([O:25][CH3:26])=[N:19][C:20]([O:23][CH3:24])=[N:21][CH:22]=3)[C:6]=2[CH:27]=1. (3) The product is: [C:1]1([O:11][CH2:12][CH2:13][CH2:14][C:15]2[C:23]3[C:18](=[CH:19][CH:20]=[CH:21][CH:22]=3)[NH:17][C:16]=2[C:24]([OH:26])=[O:25])[C:10]2[C:5](=[CH:6][CH:7]=[CH:8][CH:9]=2)[CH:4]=[CH:3][CH:2]=1. Given the reactants [C:1]1([O:11][CH2:12][CH2:13][CH2:14][C:15]2[C:23]3[C:18](=[CH:19][CH:20]=[CH:21][CH:22]=3)[NH:17][C:16]=2[C:24]([O:26]CC)=[O:25])[C:10]2[C:5](=[CH:6][CH:7]=[CH:8][CH:9]=2)[CH:4]=[CH:3][CH:2]=1.[OH-].[Na+].Cl.O.CC#N, predict the reaction product. (4) The product is: [CH3:30][O:29][C:27](=[O:28])[C:26]1[CH:31]=[CH:32][C:23]([O:14][CH2:13][CH:12]([C:9]2[CH:10]=[C:11]3[C:6]([C:5]([CH3:20])([CH3:21])[CH2:4][CH2:3][N:2]3[CH3:1])=[CH:7][CH:8]=2)[CH2:15][CH2:16][CH2:17][CH2:18][CH3:19])=[CH:24][CH:25]=1. Given the reactants [CH3:1][N:2]1[C:11]2[C:6](=[CH:7][CH:8]=[C:9]([CH:12]([CH2:15][CH2:16][CH2:17][CH2:18][CH3:19])[CH2:13][OH:14])[CH:10]=2)[C:5]([CH3:21])([CH3:20])[CH2:4][CH2:3]1.O[C:23]1[CH:32]=[CH:31][C:26]([C:27]([O:29][CH3:30])=[O:28])=[CH:25][CH:24]=1.C1(P(C2C=CC=CC=2)C2C=CC=CC=2)C=CC=CC=1.N(C(OCC)=O)=NC(OCC)=O, predict the reaction product. (5) Given the reactants [Cr](Cl)([O-])(=O)=O.[NH+]1C=CC=CC=1.[Cl:12][C:13]1[N:14]=[C:15]([N:28]2[CH2:33][CH2:32][CH:31]([CH2:34][OH:35])[CH2:30][CH2:29]2)[C:16]2[C:21]([C:22]3[CH:27]=[CH:26][CH:25]=[CH:24][CH:23]=3)=[CH:20][S:19][C:17]=2[N:18]=1, predict the reaction product. The product is: [Cl:12][C:13]1[N:14]=[C:15]([N:28]2[CH2:29][CH2:30][CH:31]([CH:34]=[O:35])[CH2:32][CH2:33]2)[C:16]2[C:21]([C:22]3[CH:23]=[CH:24][CH:25]=[CH:26][CH:27]=3)=[CH:20][S:19][C:17]=2[N:18]=1. (6) Given the reactants [NH2:1][C:2]1[S:12][C:5]2[CH2:6][O:7][C:8]([CH3:11])([CH3:10])[CH2:9][C:4]=2[C:3]=1[C:13]([O:15][C:16]([CH3:19])([CH3:18])[CH3:17])=[O:14].[C:20]1([N:26]=[C:27]=[S:28])[CH:25]=[CH:24][CH:23]=[CH:22][CH:21]=1, predict the reaction product. The product is: [CH3:10][C:8]1([CH3:11])[O:7][CH2:6][C:5]2[S:12][C:2]([NH:1][C:27]([NH:26][C:20]3[CH:25]=[CH:24][CH:23]=[CH:22][CH:21]=3)=[S:28])=[C:3]([C:13]([O:15][C:16]([CH3:19])([CH3:18])[CH3:17])=[O:14])[C:4]=2[CH2:9]1. (7) Given the reactants [C:1]([O:5][C:6](=[O:38])[C@@H:7]([NH2:37])[CH2:8][C:9]1[CH:14]=[CH:13][C:12]([N:15]2[CH2:19][C:18](=[O:20])[N:17]([CH2:21][CH2:22][Si:23]([CH3:26])([CH3:25])[CH3:24])[S:16]2(=[O:28])=[O:27])=[C:11]([O:29][CH2:30][C:31]2[CH:36]=[CH:35][CH:34]=[CH:33][CH:32]=2)[CH:10]=1)([CH3:4])([CH3:3])[CH3:2].C(N(CC)CC)C.[C:46](Cl)(=[O:48])[CH3:47].Cl, predict the reaction product. The product is: [C:1]([O:5][C:6](=[O:38])[C@@H:7]([NH:37][C:46](=[O:48])[CH3:47])[CH2:8][C:9]1[CH:14]=[CH:13][C:12]([N:15]2[CH2:19][C:18](=[O:20])[N:17]([CH2:21][CH2:22][Si:23]([CH3:26])([CH3:25])[CH3:24])[S:16]2(=[O:27])=[O:28])=[C:11]([O:29][CH2:30][C:31]2[CH:32]=[CH:33][CH:34]=[CH:35][CH:36]=2)[CH:10]=1)([CH3:4])([CH3:2])[CH3:3].